Dataset: Catalyst prediction with 721,799 reactions and 888 catalyst types from USPTO. Task: Predict which catalyst facilitates the given reaction. (1) Reactant: [NH2:1][N:2]1[CH:6]=[C:5]([C:7]#[N:8])[CH:4]=[C:3]1[C:9]#[N:10].C(O)(=O)C.[CH:15](N)=[NH:16].C([O-])([O-])=O.[K+].[K+].CCOC(C)=O. Product: [NH2:10][C:9]1[C:3]2=[CH:4][C:5]([C:7]#[N:8])=[CH:6][N:2]2[N:1]=[CH:15][N:16]=1. The catalyst class is: 14. (2) Reactant: Cl[CH2:2][C:3]1[S:7][C:6]([NH:8][C:9](=[O:11])[CH3:10])=[N:5][CH:4]=1.Cl.[CH2:13]([CH:20]1[CH2:25][CH2:24][NH:23][CH2:22][CH:21]1[F:26])[C:14]1[CH:19]=[CH:18][CH:17]=[CH:16][CH:15]=1.CCN(C(C)C)C(C)C. Product: [CH2:13]([CH:20]1[CH2:25][CH2:24][N:23]([CH2:2][C:3]2[S:7][C:6]([NH:8][C:9](=[O:11])[CH3:10])=[N:5][CH:4]=2)[CH2:22][CH:21]1[F:26])[C:14]1[CH:15]=[CH:16][CH:17]=[CH:18][CH:19]=1. The catalyst class is: 10. (3) Reactant: [CH:1]1([C:4]([C:6]2[CH:15]=[CH:14][C:9]([C:10]([O:12][CH3:13])=[O:11])=[CH:8][CH:7]=2)=[O:5])[CH2:3][CH2:2]1.[CH3:16][Si](C)(C)N[Si](C)(C)C.[Li].IC.[Cl-].[NH4+]. Product: [CH3:16][C:1]1([C:4]([C:6]2[CH:7]=[CH:8][C:9]([C:10]([O:12][CH3:13])=[O:11])=[CH:14][CH:15]=2)=[O:5])[CH2:3][CH2:2]1. The catalyst class is: 7. (4) Reactant: [CH3:1][C:2]1[O:6][C:5]([CH2:7][NH:8][C:9]2[CH:18]=[CH:17][C:16]3[C:15]([CH:19]=[O:20])=[CH:14][CH:13]=[CH:12][C:11]=3[N:10]=2)=[CH:4][CH:3]=1.C(O)(=O)C.C(O[BH-](OC(=O)C)OC(=O)C)(=O)C.[Na+]. Product: [CH3:1][C:2]1[O:6][C:5]([CH2:7][NH:8][C:9]2[CH:18]=[CH:17][C:16]3[C:11](=[CH:12][CH:13]=[CH:14][C:15]=3[CH2:19][OH:20])[N:10]=2)=[CH:4][CH:3]=1. The catalyst class is: 68. (5) Reactant: [Cl:1][C:2]1[CH:10]=[CH:9][CH:8]=[C:7]([N+:11]([O-])=O)[C:3]=1[C:4]([NH2:6])=[O:5].O=[CH:15][CH2:16][NH:17][C:18](=[O:24])[O:19][C:20]([CH3:23])([CH3:22])[CH3:21]. Product: [Cl:1][C:2]1[CH:10]=[CH:9][CH:8]=[C:7]2[C:3]=1[C:4](=[O:5])[NH:6][CH:15]([CH2:16][NH:17][C:18](=[O:24])[O:19][C:20]([CH3:23])([CH3:22])[CH3:21])[NH:11]2. The catalyst class is: 180.